From a dataset of Peptide-MHC class II binding affinity with 134,281 pairs from IEDB. Regression. Given a peptide amino acid sequence and an MHC pseudo amino acid sequence, predict their binding affinity value. This is MHC class II binding data. (1) The peptide sequence is EEDIEIIKIQEEEY. The MHC is HLA-DQA10101-DQB10501 with pseudo-sequence HLA-DQA10101-DQB10501. The binding affinity (normalized) is 0.319. (2) The peptide sequence is FFALCVLGLVAAALP. The MHC is HLA-DPA10201-DPB10501 with pseudo-sequence HLA-DPA10201-DPB10501. The binding affinity (normalized) is 0.254. (3) The MHC is DRB1_0401 with pseudo-sequence DRB1_0401. The peptide sequence is YDTFLANVSTVLTGK. The binding affinity (normalized) is 0.585.